This data is from Full USPTO retrosynthesis dataset with 1.9M reactions from patents (1976-2016). The task is: Predict the reactants needed to synthesize the given product. Given the product [Br:1][C:2]1[C:3]([C:9]2[C:17]3[C:12](=[CH:13][CH:14]=[CH:15][CH:16]=3)[N:11]([S:18]([C:21]3[CH:27]=[CH:26][C:24]([CH3:25])=[CH:23][CH:22]=3)(=[O:20])=[O:19])[CH:10]=2)=[N:4][C:5]([NH:32][C:31]2[CH:33]=[CH:34][C:35]([N:37]3[CH2:42][CH2:41][CH:40]([N:43]4[CH2:44][CH2:45][N:46]([CH3:49])[CH2:47][CH2:48]4)[CH2:39][CH2:38]3)=[CH:36][C:30]=2[O:29][CH3:28])=[N:6][CH:7]=1, predict the reactants needed to synthesize it. The reactants are: [Br:1][C:2]1[C:3]([C:9]2[C:17]3[C:12](=[CH:13][CH:14]=[CH:15][CH:16]=3)[N:11]([S:18]([C:21]3[CH:27]=[CH:26][C:24]([CH3:25])=[CH:23][CH:22]=3)(=[O:20])=[O:19])[CH:10]=2)=[N:4][C:5](Cl)=[N:6][CH:7]=1.[CH3:28][O:29][C:30]1[CH:36]=[C:35]([N:37]2[CH2:42][CH2:41][CH:40]([N:43]3[CH2:48][CH2:47][N:46]([CH3:49])[CH2:45][CH2:44]3)[CH2:39][CH2:38]2)[CH:34]=[CH:33][C:31]=1[NH2:32].CCN(C(C)C)C(C)C.